Dataset: Forward reaction prediction with 1.9M reactions from USPTO patents (1976-2016). Task: Predict the product of the given reaction. (1) Given the reactants [Si:1]([O-])([O-:4])([O-:3])[O-:2].[Na+:6].[Na+].[Na+].[Na+].[Si:10](O)([OH:13])([OH:12])[OH:11].O=[Al-:16]=O.[Na+].[OH-].[Na+], predict the reaction product. The product is: [O-:3][Si:1]([O-:4])=[O:2].[O-:12][Si:10]([O-:13])=[O:11].[Na+:6].[Al+3:16]. (2) The product is: [CH2:21]([C:17]1[CH:16]=[C:15]([NH:14][C:12]([N:10]2[CH2:9][CH2:8][C:6]3[N:7]=[C:2]([C:34]4[CH:35]=[CH:36][C:31]([F:30])=[CH:32][CH:33]=4)[N:3]=[C:4]([C:23]4[CH:28]=[CH:27][CH:26]=[CH:25][C:24]=4[CH3:29])[C:5]=3[CH2:11]2)=[O:13])[CH:20]=[CH:19][CH:18]=1)[CH3:22]. Given the reactants Cl[C:2]1[N:3]=[C:4]([C:23]2[CH:28]=[CH:27][CH:26]=[CH:25][C:24]=2[CH3:29])[C:5]2[CH2:11][N:10]([C:12]([NH:14][C:15]3[CH:20]=[CH:19][CH:18]=[C:17]([CH2:21][CH3:22])[CH:16]=3)=[O:13])[CH2:9][CH2:8][C:6]=2[N:7]=1.[F:30][C:31]1[CH:36]=[CH:35][C:34](B(O)O)=[CH:33][CH:32]=1.C(=O)([O-])[O-].[Na+].[Na+], predict the reaction product.